From a dataset of Forward reaction prediction with 1.9M reactions from USPTO patents (1976-2016). Predict the product of the given reaction. (1) Given the reactants P(Cl)(Cl)(Cl)=O.[NH:6]1[C:15]2[C:14]3[CH:16]=[CH:17][CH:18]=[CH:19][C:13]=3[O:12][C:11]3[CH:20]=[CH:21][CH:22]=[CH:23][C:10]=3[C:9]=2[CH:8]=[CH:7]1.[OH-].[Na+].CN(C)[CH:28]=[O:29], predict the reaction product. The product is: [NH:6]1[C:15]2[C:14]3[CH:16]=[CH:17][CH:18]=[CH:19][C:13]=3[O:12][C:11]3[CH:20]=[CH:21][CH:22]=[CH:23][C:10]=3[C:9]=2[CH:8]=[C:7]1[CH:28]=[O:29]. (2) Given the reactants C1CCN2C(=NCCC2)CC1.[F:12][C:13]([F:24])([F:23])[C:14]1[CH:19]=[CH:18][CH:17]=[CH:16][C:15]=1[CH2:20][C:21]#[N:22].[CH2:25]=[O:26].Cl, predict the reaction product. The product is: [F:12][C:13]([F:23])([F:24])[C:14]1[CH:19]=[CH:18][CH:17]=[CH:16][C:15]=1[CH:20]([CH2:25][OH:26])[C:21]#[N:22]. (3) Given the reactants CN(C(ON1N=NC2C=CC=NC1=2)=[N+](C)C)C.F[P-](F)(F)(F)(F)F.C1COCC1.[Br:30][C:31]1[CH:39]=[CH:38][C:34]([C:35]([OH:37])=O)=[C:33]([F:40])[CH:32]=1.Cl.[CH3:42][O:43][C:44](=[O:48])[CH2:45][CH2:46][NH2:47], predict the reaction product. The product is: [Br:30][C:31]1[CH:39]=[CH:38][C:34]([C:35]([NH:47][CH2:46][CH2:45][C:44]([O:43][CH3:42])=[O:48])=[O:37])=[C:33]([F:40])[CH:32]=1. (4) Given the reactants [C:1]1([N:7]2[C:12](=O)C3SC=C(C4C=CC=CC=4)C=3N=C2)[CH:6]=[CH:5][CH:4]=[CH:3][CH:2]=1.[NH2:23][C:24]1[C:28]([C:29]2[CH:34]=[CH:33][C:32]([CH3:35])=[CH:31][CH:30]=2)=[CH:27][S:26][C:25]=1[C:36]([O:38]C)=O.C(OCC)(OCC)OCC.[Cl:50]C1C=CC(N)=CC=1, predict the reaction product. The product is: [Cl:50][C:4]1[CH:5]=[CH:6][C:1]([N:7]2[C:36](=[O:38])[C:25]3[S:26][CH:27]=[C:28]([C:29]4[CH:30]=[CH:31][C:32]([CH3:35])=[CH:33][CH:34]=4)[C:24]=3[N:23]=[CH:12]2)=[CH:2][CH:3]=1. (5) The product is: [O:1]1[CH:5]=[CH:4][C:3]([NH:11][C:14](=[O:28])[O:20][C:16]([CH3:19])([CH3:18])[CH3:17])=[CH:2]1. Given the reactants [O:1]1[CH:5]=[CH:4][C:3](C(O)=O)=[CH:2]1.C([N:11]([CH2:14]C)CC)C.[C:16]([OH:20])([CH3:19])([CH3:18])[CH3:17].C1(P(N=[N+]=[N-])(C2C=CC=CC=2)=[O:28])C=CC=CC=1, predict the reaction product. (6) Given the reactants [N:1]1[CH:6]=[CH:5][C:4]([C:7]2[S:11][C:10]([C:12]([OH:14])=O)=[CH:9][CH:8]=2)=[CH:3][CH:2]=1.[CH3:15][N:16]1[CH2:21][CH2:20][NH:19][CH2:18][CH2:17]1, predict the reaction product. The product is: [CH3:15][N:16]1[CH2:21][CH2:20][N:19]([C:12]([C:10]2[S:11][C:7]([C:4]3[CH:3]=[CH:2][N:1]=[CH:6][CH:5]=3)=[CH:8][CH:9]=2)=[O:14])[CH2:18][CH2:17]1. (7) Given the reactants Cl[C:2]1[CH:7]=[C:6]([C:8]2[CH:13]=[CH:12][CH:11]=[C:10]([CH3:14])[C:9]=2[CH3:15])[N:5]=[C:4]([NH2:16])[N:3]=1.[NH2:17][CH2:18][CH2:19][NH:20][C:21]1[CH:26]=[CH:25][C:24]([S:27]([NH2:30])(=[O:29])=[O:28])=[CH:23][CH:22]=1, predict the reaction product. The product is: [NH2:16][C:4]1[N:3]=[C:2]([NH:17][CH2:18][CH2:19][NH:20][C:21]2[CH:22]=[CH:23][C:24]([S:27]([NH2:30])(=[O:28])=[O:29])=[CH:25][CH:26]=2)[CH:7]=[C:6]([C:8]2[CH:13]=[CH:12][CH:11]=[C:10]([CH3:14])[C:9]=2[CH3:15])[N:5]=1.